From a dataset of Peptide-MHC class II binding affinity with 134,281 pairs from IEDB. Regression. Given a peptide amino acid sequence and an MHC pseudo amino acid sequence, predict their binding affinity value. This is MHC class II binding data. (1) The peptide sequence is MKDFDEPGHLAPTGM. The MHC is DRB1_0401 with pseudo-sequence DRB1_0401. The binding affinity (normalized) is 0.367. (2) The peptide sequence is ILGAAVNGKKSAHGS. The MHC is HLA-DQA10303-DQB10402 with pseudo-sequence HLA-DQA10303-DQB10402. The binding affinity (normalized) is 0.291.